Dataset: Forward reaction prediction with 1.9M reactions from USPTO patents (1976-2016). Task: Predict the product of the given reaction. (1) Given the reactants C(OC([N:8]1[CH2:13][CH2:12][N:11]([C:14]([C:16]2[N:20]3[N:21]=[CH:22][C:23](C(O)=O)=[CH:24][C:19]3=[C:18]([C:28]3[CH:33]=[CH:32][CH:31]=[CH:30][CH:29]=3)[C:17]=2[CH2:34][C:35]2[CH:40]=[CH:39][CH:38]=[C:37]([F:41])[C:36]=2[CH3:42])=[O:15])[CH2:10][CH2:9]1)=O)(C)(C)C.N1C2C(=CC=CC=2)C=CC=1.Cl.O1CCOCC1, predict the reaction product. The product is: [F:41][C:37]1[C:36]([CH3:42])=[C:35]([CH:40]=[CH:39][CH:38]=1)[CH2:34][C:17]1[C:18]([C:28]2[CH:29]=[CH:30][CH:31]=[CH:32][CH:33]=2)=[C:19]2[CH:24]=[CH:23][CH:22]=[N:21][N:20]2[C:16]=1[C:14]([N:11]1[CH2:12][CH2:13][NH:8][CH2:9][CH2:10]1)=[O:15]. (2) Given the reactants [CH3:1][C:2]1([CH3:37])[C:10]2[C:5](=[CH:6][C:7]([NH:11][C:12]([C:14]3[C:15]([NH:20][C:21]4[CH:29]=[C:28]5[C:24]([CH:25]=[N:26][NH:27]5)=[CH:23][CH:22]=4)=[N:16][CH:17]=[CH:18][CH:19]=3)=[O:13])=[CH:8][CH:9]=2)[N:4]([CH2:30][CH:31]2[CH2:36][CH2:35][NH:34][CH2:33][CH2:32]2)[CH2:3]1.C=O.[BH3-][C:41]#N.[Na+], predict the reaction product. The product is: [CH3:1][C:2]1([CH3:37])[C:10]2[C:5](=[CH:6][C:7]([NH:11][C:12](=[O:13])[C:14]3[CH:19]=[CH:18][CH:17]=[N:16][C:15]=3[NH:20][C:21]3[CH:29]=[C:28]4[C:24]([CH:25]=[N:26][NH:27]4)=[CH:23][CH:22]=3)=[CH:8][CH:9]=2)[N:4]([CH2:30][CH:31]2[CH2:36][CH2:35][N:34]([CH3:41])[CH2:33][CH2:32]2)[CH2:3]1. (3) Given the reactants [CH3:1][C:2]1([CH3:39])[CH2:11][CH:10]=[C:9]([C:12]2[CH:17]=[CH:16][CH:15]=[C:14]([O:18][Si](CC(C)C)(C)C)[CH:13]=2)[C:8]2[CH:7]=[C:6]([C:26]#[C:27][C:28]3[CH:38]=[CH:37][C:31]([C:32]([O:34]CC)=[O:33])=[CH:30][CH:29]=3)[CH:5]=[CH:4][C:3]1=2.[OH-].[Na+].Cl, predict the reaction product. The product is: [CH3:1][C:2]1([CH3:39])[CH2:11][CH:10]=[C:9]([C:12]2[CH:17]=[CH:16][CH:15]=[C:14]([OH:18])[CH:13]=2)[C:8]2[CH:7]=[C:6]([C:26]#[C:27][C:28]3[CH:29]=[CH:30][C:31]([C:32]([OH:34])=[O:33])=[CH:37][CH:38]=3)[CH:5]=[CH:4][C:3]1=2. (4) Given the reactants [NH2:1][C:2]1[C:3]([C:7]2[N:8]([CH2:18][CH3:19])[C:9]3[C:10]([N:17]=2)=[C:11]([Cl:16])[NH:12][C:13](=[O:15])[CH:14]=3)=[N:4][O:5][N:6]=1.O[CH2:21][CH2:22][NH:23][C:24](=[O:30])[O:25][C:26]([CH3:29])([CH3:28])[CH3:27].CCOC(/N=N/C(OCC)=O)=O.CO, predict the reaction product. The product is: [NH2:1][C:2]1[C:3]([C:7]2[N:8]([CH2:18][CH3:19])[C:9]3[CH:14]=[C:13]([O:15][CH2:21][CH2:22][NH:23][C:24](=[O:30])[O:25][C:26]([CH3:29])([CH3:28])[CH3:27])[N:12]=[C:11]([Cl:16])[C:10]=3[N:17]=2)=[N:4][O:5][N:6]=1. (5) Given the reactants C([O:8][C:9]1[CH:45]=[CH:44][C:12]([O:13][C:14]2[CH:29]=[CH:28][C:17]([C:18]([NH:20][C:21]3[CH:26]=[CH:25][CH:24]=[CH:23][C:22]=3[F:27])=[O:19])=[CH:16][C:15]=2[NH:30][C:31]2[C:32]3[CH:40]=[CH:39][C:38]([CH:41]([CH3:43])[CH3:42])=[N:37][C:33]=3[N:34]=[CH:35][N:36]=2)=[CH:11][CH:10]=1)C1C=CC=CC=1.CC1C(C)=C(C)C(C)=C(C)C=1.[F:57][C:58]([F:63])([F:62])[C:59]([OH:61])=[O:60], predict the reaction product. The product is: [F:27][C:22]1[CH:23]=[CH:24][CH:25]=[CH:26][C:21]=1[NH:20][C:18](=[O:19])[C:17]1[CH:28]=[CH:29][C:14]([O:13][C:12]2[CH:11]=[CH:10][C:9]([OH:8])=[CH:45][CH:44]=2)=[C:15]([NH:30][C:31]2[C:32]3[CH:40]=[CH:39][C:38]([CH:41]([CH3:42])[CH3:43])=[N:37][C:33]=3[N:34]=[CH:35][N:36]=2)[CH:16]=1.[F:57][C:58]([F:63])([F:62])[C:59]([OH:61])=[O:60]. (6) Given the reactants [Si:1]([O:8][CH2:9][C@:10]1([CH3:19])[S:16][CH2:15][CH2:14][N:13]=[C:12](SC)[CH2:11]1)([C:4]([CH3:7])([CH3:6])[CH3:5])([CH3:3])[CH3:2].[Cl:20][C:21]1[CH:26]=[CH:25][C:24]([C:27]2([C:30]([NH:32][NH2:33])=O)[CH2:29][CH2:28]2)=[CH:23][CH:22]=1, predict the reaction product. The product is: [Si:1]([O:8][CH2:9][C@:10]1([CH3:19])[S:16][CH2:15][CH2:14][N:13]2[C:30]([C:27]3([C:24]4[CH:23]=[CH:22][C:21]([Cl:20])=[CH:26][CH:25]=4)[CH2:29][CH2:28]3)=[N:32][N:33]=[C:12]2[CH2:11]1)([C:4]([CH3:7])([CH3:6])[CH3:5])([CH3:3])[CH3:2]. (7) Given the reactants [F:1][C:2]([F:28])([F:27])[C:3]1[CH:26]=[CH:25][C:6]2[N:7]([CH2:17][O:18][CH2:19][CH2:20][Si:21]([CH3:24])([CH3:23])[CH3:22])[C:8]([CH2:10][CH:11]3C[CH:13](C=O)[CH2:12]3)=[N:9][C:5]=2[CH:4]=1.[CH3:29][C:30]1([CH3:53])[O:34][C@@H:33]2[C@@H:35]([CH2:48][NH:49][CH:50]([CH3:52])[CH3:51])[CH2:36][C@@H:37]([N:38]3[C:42]4[N:43]=[CH:44][N:45]=[C:46]([NH2:47])[C:41]=4[CH:40]=[CH:39]3)[C@@H:32]2[O:31]1.[O-]S([O-])(=O)=O.[Mg+2].C([O-])(O)=O.[Na+], predict the reaction product. The product is: [CH3:29][C:30]1([CH3:53])[O:34][C@@H:33]2[C@@H:35]([CH2:48][N:49]([CH:50]([CH3:51])[CH3:52])[CH2:13][CH2:12][CH2:11][CH2:10][C:8]3[N:7]([CH2:17][O:18][CH2:19][CH2:20][Si:21]([CH3:23])([CH3:24])[CH3:22])[C:6]4[CH:25]=[CH:26][C:3]([C:2]([F:27])([F:1])[F:28])=[CH:4][C:5]=4[N:9]=3)[CH2:36][C@@H:37]([N:38]3[C:42]4[N:43]=[CH:44][N:45]=[C:46]([NH2:47])[C:41]=4[CH:40]=[CH:39]3)[C@@H:32]2[O:31]1. (8) Given the reactants [NH:1]1[CH2:6][CH2:5][C:4](=[O:7])[CH2:3][CH2:2]1.C(N(CC)CC)C.[Cl-].[CH2:16]([N:18]([CH2:22][CH3:23])[C:19](=[O:21])C)[CH3:17], predict the reaction product. The product is: [CH2:16]([N:18]([CH2:22][CH3:23])[C:19]([N:1]1[CH2:6][CH2:5][C:4](=[O:7])[CH2:3][CH2:2]1)=[O:21])[CH3:17]. (9) The product is: [Cl:1][C:2]1[CH:3]=[C:4]([CH:9]([Br:19])[C:10]([O:12][CH3:13])=[O:11])[CH:5]=[C:6]([Cl:8])[CH:7]=1. Given the reactants [Cl:1][C:2]1[CH:3]=[C:4]([CH:9](OS(C)(=O)=O)[C:10]([O:12][CH3:13])=[O:11])[CH:5]=[C:6]([Cl:8])[CH:7]=1.[Br-:19].[K+], predict the reaction product. (10) Given the reactants [CH2:1]([O:8][CH2:9][N:10]1[C:14](Br)=[CH:13][C:12]([C:16]([O:18][CH2:19][CH3:20])=[O:17])=[C:11]1[CH:21]=[O:22])[C:2]1[CH:7]=[CH:6][CH:5]=[CH:4][CH:3]=1.C(N(CC)C(C)C)(C)C.[H][H], predict the reaction product. The product is: [CH2:1]([O:8][CH2:9][N:10]1[CH:14]=[CH:13][C:12]([C:16]([O:18][CH2:19][CH3:20])=[O:17])=[C:11]1[CH:21]=[O:22])[C:2]1[CH:7]=[CH:6][CH:5]=[CH:4][CH:3]=1.